This data is from NCI-60 drug combinations with 297,098 pairs across 59 cell lines. The task is: Regression. Given two drug SMILES strings and cell line genomic features, predict the synergy score measuring deviation from expected non-interaction effect. (1) Drug 1: CC1=C(C=C(C=C1)NC2=NC=CC(=N2)N(C)C3=CC4=NN(C(=C4C=C3)C)C)S(=O)(=O)N.Cl. Drug 2: CC12CCC3C(C1CCC2OP(=O)(O)O)CCC4=C3C=CC(=C4)OC(=O)N(CCCl)CCCl.[Na+]. Cell line: HOP-62. Synergy scores: CSS=6.08, Synergy_ZIP=-0.728, Synergy_Bliss=4.88, Synergy_Loewe=1.43, Synergy_HSA=3.21. (2) Drug 1: CN1CCC(CC1)COC2=C(C=C3C(=C2)N=CN=C3NC4=C(C=C(C=C4)Br)F)OC. Drug 2: CC(C1=C(C=CC(=C1Cl)F)Cl)OC2=C(N=CC(=C2)C3=CN(N=C3)C4CCNCC4)N. Cell line: M14. Synergy scores: CSS=-8.75, Synergy_ZIP=3.29, Synergy_Bliss=-2.85, Synergy_Loewe=-5.95, Synergy_HSA=-6.81.